This data is from NCI-60 drug combinations with 297,098 pairs across 59 cell lines. The task is: Regression. Given two drug SMILES strings and cell line genomic features, predict the synergy score measuring deviation from expected non-interaction effect. (1) Drug 1: CN1CCC(CC1)COC2=C(C=C3C(=C2)N=CN=C3NC4=C(C=C(C=C4)Br)F)OC. Drug 2: COCCOC1=C(C=C2C(=C1)C(=NC=N2)NC3=CC=CC(=C3)C#C)OCCOC.Cl. Cell line: MDA-MB-231. Synergy scores: CSS=15.6, Synergy_ZIP=-0.350, Synergy_Bliss=4.89, Synergy_Loewe=4.70, Synergy_HSA=5.71. (2) Drug 1: CC1CCC2CC(C(=CC=CC=CC(CC(C(=O)C(C(C(=CC(C(=O)CC(OC(=O)C3CCCCN3C(=O)C(=O)C1(O2)O)C(C)CC4CCC(C(C4)OC)OCCO)C)C)O)OC)C)C)C)OC. Drug 2: CC1CCCC2(C(O2)CC(NC(=O)CC(C(C(=O)C(C1O)C)(C)C)O)C(=CC3=CSC(=N3)C)C)C. Cell line: HOP-92. Synergy scores: CSS=21.6, Synergy_ZIP=-7.05, Synergy_Bliss=-2.10, Synergy_Loewe=0.316, Synergy_HSA=1.64. (3) Drug 1: COC1=CC(=CC(=C1O)OC)C2C3C(COC3=O)C(C4=CC5=C(C=C24)OCO5)OC6C(C(C7C(O6)COC(O7)C8=CC=CS8)O)O. Drug 2: CCC(=C(C1=CC=CC=C1)C2=CC=C(C=C2)OCCN(C)C)C3=CC=CC=C3.C(C(=O)O)C(CC(=O)O)(C(=O)O)O. Cell line: DU-145. Synergy scores: CSS=32.1, Synergy_ZIP=1.69, Synergy_Bliss=3.01, Synergy_Loewe=-27.9, Synergy_HSA=2.36. (4) Drug 1: CC1=CC2C(CCC3(C2CCC3(C(=O)C)OC(=O)C)C)C4(C1=CC(=O)CC4)C. Drug 2: C1CCC(C(C1)N)N.C(=O)(C(=O)[O-])[O-].[Pt+4]. Cell line: NCI-H226. Synergy scores: CSS=-2.53, Synergy_ZIP=-0.337, Synergy_Bliss=-5.33, Synergy_Loewe=-20.0, Synergy_HSA=-10.8. (5) Drug 1: C1=CC=C(C(=C1)C(C2=CC=C(C=C2)Cl)C(Cl)Cl)Cl. Drug 2: C1CC(=O)NC(=O)C1N2C(=O)C3=CC=CC=C3C2=O. Cell line: 786-0. Synergy scores: CSS=0.140, Synergy_ZIP=5.06, Synergy_Bliss=0.761, Synergy_Loewe=-0.0583, Synergy_HSA=0.122. (6) Drug 1: C1CC(C1)(C(=O)O)C(=O)O.[NH2-].[NH2-].[Pt+2]. Drug 2: CC=C1C(=O)NC(C(=O)OC2CC(=O)NC(C(=O)NC(CSSCCC=C2)C(=O)N1)C(C)C)C(C)C. Cell line: COLO 205. Synergy scores: CSS=24.5, Synergy_ZIP=0.768, Synergy_Bliss=3.06, Synergy_Loewe=-11.2, Synergy_HSA=-0.598. (7) Drug 1: COC1=NC(=NC2=C1N=CN2C3C(C(C(O3)CO)O)O)N. Drug 2: C(CN)CNCCSP(=O)(O)O. Cell line: PC-3. Synergy scores: CSS=0.735, Synergy_ZIP=1.15, Synergy_Bliss=2.54, Synergy_Loewe=-0.499, Synergy_HSA=-0.257.